Dataset: Full USPTO retrosynthesis dataset with 1.9M reactions from patents (1976-2016). Task: Predict the reactants needed to synthesize the given product. Given the product [Cl:1][C:2]1[CH:3]=[C:4]([CH:32]=[CH:33][C:34]=1[F:35])[CH2:5][N:6]1[C:11](=[O:12])[C:10]2[C:13]([O:22][CH3:23])=[C:14]3[C:19](=[O:20])[N:18]([CH3:21])[CH2:17][CH2:16][N:15]3[C:9]=2[C:8]([CH:24]2[CH2:25][C:26](=[O:27])[NH:31][CH2:30]2)=[N:7]1, predict the reactants needed to synthesize it. The reactants are: [Cl:1][C:2]1[CH:3]=[C:4]([CH:32]=[CH:33][C:34]=1[F:35])[CH2:5][N:6]1[C:11](=[O:12])[C:10]2[C:13]([O:22][CH3:23])=[C:14]3[C:19](=[O:20])[N:18]([CH3:21])[CH2:17][CH2:16][N:15]3[C:9]=2[C:8]([CH:24]([C:30]#[N:31])[CH2:25][C:26](OC)=[O:27])=[N:7]1.